This data is from Reaction yield outcomes from USPTO patents with 853,638 reactions. The task is: Predict the reaction yield, written as a fraction of the theoretical maximum amount of product (1.0 means a 100% yield; for example, 0.34 means a 34% yield). (1) The product is [Cl:6][C:7]1[CH:8]=[C:9]([NH:14][C:15]2[C:24]3[C:19](=[CH:20][C:21]([O:32][CH3:33])=[CH:22][C:23]=3[O:25][CH2:26][C@@H:27]3[CH2:31][CH2:30][CH2:29][N:28]3[C:3](=[O:4])[CH2:2][N:37]3[CH2:38][CH2:40][CH2:42][CH2:41]3)[N:18]=[CH:17][N:16]=2)[CH:10]=[CH:11][C:12]=1[F:13]. The reactants are Cl[CH2:2][C:3](Cl)=[O:4].[Cl:6][C:7]1[CH:8]=[C:9]([NH:14][C:15]2[C:24]3[C:19](=[CH:20][C:21]([O:32][CH3:33])=[CH:22][C:23]=3[O:25][CH2:26][C@@H:27]3[CH2:31][CH2:30][CH2:29][NH:28]3)[N:18]=[CH:17][N:16]=2)[CH:10]=[CH:11][C:12]=1[F:13].C([N:37]([CH2:41][CH3:42])[CH:38]([CH3:40])C)(C)C.N1CCCC1. The yield is 0.610. The catalyst is C(Cl)Cl. (2) The reactants are Cl[C:2]1[N:20]=[CH:19][C:5]2[O:6][CH2:7][CH2:8][N:9]([C:10]3[CH:11]=[N:12][C:13]([O:17][CH3:18])=[C:14]([CH3:16])[CH:15]=3)[C:4]=2[CH:3]=1.[O:21]1CCOCC1. The catalyst is [OH-].[K+].C1C=CC(/C=C/C(/C=C/C2C=CC=CC=2)=O)=CC=1.C1C=CC(/C=C/C(/C=C/C2C=CC=CC=2)=O)=CC=1.C1C=CC(/C=C/C(/C=C/C2C=CC=CC=2)=O)=CC=1.[Pd].[Pd]. The product is [CH3:18][O:17][C:13]1[N:12]=[CH:11][C:10]([N:9]2[CH2:8][CH2:7][O:6][C:5]3[CH:19]=[N:20][C:2]([OH:21])=[CH:3][C:4]2=3)=[CH:15][C:14]=1[CH3:16]. The yield is 0.620. (3) The reactants are C(O)(C(F)(F)F)=O.[CH3:8][N:9]1[CH2:14][CH2:13][N:12]([CH2:15][CH:16]2[CH2:21][CH2:20][N:19](C(OC(C)(C)C)=O)[CH2:18][CH2:17]2)[C:11](=[O:29])[CH2:10]1. The catalyst is C(Cl)Cl. The product is [CH3:8][N:9]1[CH2:14][CH2:13][N:12]([CH2:15][CH:16]2[CH2:21][CH2:20][NH:19][CH2:18][CH2:17]2)[C:11](=[O:29])[CH2:10]1. The yield is 0.980. (4) The reactants are [Cl:1][C:2]1[CH:13]=[CH:12][C:5]([O:6][CH2:7][CH2:8][C:9]([OH:11])=O)=[C:4]([NH:14][C:15]([NH2:17])=[O:16])[CH:3]=1.[F:18][C:19]1[CH:34]=[CH:33][C:22]([CH2:23][C:24]2([OH:32])[CH2:29][CH2:28][NH:27][CH2:26][C:25]2([CH3:31])[CH3:30])=[CH:21][CH:20]=1.CCN=C=NCCCN(C)C.C1C=CC2N(O)N=NC=2C=1.CCN(C(C)C)C(C)C. The yield is 0.250. The catalyst is CN(C=O)C. The product is [Cl:1][C:2]1[CH:13]=[CH:12][C:5]([O:6][CH2:7][CH2:8][C:9]([N:27]2[CH2:28][CH2:29][C:24]([CH2:23][C:22]3[CH:21]=[CH:20][C:19]([F:18])=[CH:34][CH:33]=3)([OH:32])[C:25]([CH3:31])([CH3:30])[CH2:26]2)=[O:11])=[C:4]([NH:14][C:15]([NH2:17])=[O:16])[CH:3]=1.